This data is from Full USPTO retrosynthesis dataset with 1.9M reactions from patents (1976-2016). The task is: Predict the reactants needed to synthesize the given product. (1) Given the product [CH2:11]([NH:18][C:8]([C@H:5]1[CH2:4][CH2:3][C@@H:2]([OH:1])[CH2:7][CH2:6]1)=[O:10])[C:12]1[CH:17]=[CH:16][CH:15]=[CH:14][CH:13]=1, predict the reactants needed to synthesize it. The reactants are: [OH:1][C@@H:2]1[CH2:7][CH2:6][C@H:5]([C:8]([OH:10])=O)[CH2:4][CH2:3]1.[CH2:11]([NH2:18])[C:12]1[CH:17]=[CH:16][CH:15]=[CH:14][CH:13]=1.C1C=NC2N(O)N=NC=2C=1.C(Cl)CCl. (2) Given the product [F:1][C:2]1[CH:3]=[C:4]2[C:8](=[CH:9][CH:10]=1)[NH:7][C:6]([C:11]([NH:33][CH2:32][C:28]1[CH:27]=[C:26]([CH:31]=[CH:30][CH:29]=1)[O:25][C:22]1[CH:23]=[CH:24][C:19]([CH2:18][CH2:17][C:16]([OH:35])=[O:15])=[C:20]([CH3:34])[CH:21]=1)=[O:13])=[CH:5]2, predict the reactants needed to synthesize it. The reactants are: [F:1][C:2]1[CH:3]=[C:4]2[C:8](=[CH:9][CH:10]=1)[NH:7][C:6]([C:11]([OH:13])=O)=[CH:5]2.C[O:15][C:16](=[O:35])[CH2:17][CH2:18][C:19]1[CH:24]=[CH:23][C:22]([O:25][C:26]2[CH:31]=[CH:30][CH:29]=[C:28]([CH2:32][NH2:33])[CH:27]=2)=[CH:21][C:20]=1[CH3:34]. (3) Given the product [F:14][C:2]([F:1])([CH3:13])[CH2:3][CH2:4][CH2:5][CH2:6][N:7]1[CH:11]=[CH:10][C:9]([NH:12][C:23](=[O:24])/[CH:22]=[CH:21]/[C:16]2[CH:17]=[CH:18][CH:19]=[CH:20][C:15]=2[CH3:26])=[N:8]1, predict the reactants needed to synthesize it. The reactants are: [F:1][C:2]([F:14])([CH3:13])[CH2:3][CH2:4][CH2:5][CH2:6][N:7]1[CH:11]=[CH:10][C:9]([NH2:12])=[N:8]1.[C:15]1([CH3:26])[CH:20]=[CH:19][CH:18]=[CH:17][C:16]=1/[CH:21]=[CH:22]/[C:23](O)=[O:24]. (4) Given the product [CH3:8][NH:9][CH2:10][CH2:11][N:12]1[CH2:17][CH2:16][S:15][C:14]2[CH:18]=[C:19]([N+:22]([O-:24])=[O:23])[CH:20]=[CH:21][C:13]1=2, predict the reactants needed to synthesize it. The reactants are: ClC(OC(Cl)C)=O.[CH3:8][N:9](C)[CH2:10][CH2:11][N:12]1[CH2:17][CH2:16][S:15][C:14]2[CH:18]=[C:19]([N+:22]([O-:24])=[O:23])[CH:20]=[CH:21][C:13]1=2. (5) Given the product [CH3:20][O:5][C:4](=[O:6])[C:3]1[CH:7]=[CH:8][C:9]([O:11][CH2:12][CH2:13][CH2:14][CH3:15])=[CH:10][C:2]=1[NH2:1], predict the reactants needed to synthesize it. The reactants are: [NH2:1][C:2]1[CH:10]=[C:9]([O:11][CH2:12][CH2:13][CH2:14][CH3:15])[CH:8]=[CH:7][C:3]=1[C:4]([OH:6])=[O:5].S(Cl)(Cl)=O.[CH3:20]O. (6) Given the product [NH2:1][C:2]1[N:6]([C:7]2[CH:12]=[CH:11][CH:10]=[CH:9][CH:8]=2)[N:5]=[C:4]([CH3:13])[C:3]=1[N:15]=[O:16], predict the reactants needed to synthesize it. The reactants are: [NH2:1][C:2]1[N:6]([C:7]2[CH:12]=[CH:11][CH:10]=[CH:9][CH:8]=2)[N:5]=[C:4]([CH3:13])[CH:3]=1.Cl.[N:15](OCCC(C)C)=[O:16]. (7) Given the product [Cl:20][C:12]1[CH:11]=[CH:10][C:9]([C@@H:7]([OH:8])[CH2:6][NH:3][CH:36]2[CH2:41][CH2:40][N:39]([C:42]3[CH:55]=[CH:54][C:45]([CH2:46][CH:47]4[S:51][C:50](=[O:52])[NH:49][C:48]4=[O:53])=[CH:44][CH:43]=3)[CH2:38][CH2:37]2)=[CH:14][C:13]=1[NH:15][S:16]([CH3:19])(=[O:18])=[O:17], predict the reactants needed to synthesize it. The reactants are: [BH4-].[Na+].[N:3]([CH2:6][C@@H:7]([C:9]1[CH:10]=[CH:11][C:12]([Cl:20])=[C:13]([NH:15][S:16]([CH3:19])(=[O:18])=[O:17])[CH:14]=1)[OH:8])=[N+]=[N-].C(O[BH-](OC(=O)C)OC(=O)C)(=O)C.[Na+].O=[C:36]1[CH2:41][CH2:40][N:39]([C:42]2[CH:55]=[CH:54][C:45]([CH2:46][CH:47]3[S:51][C:50](=[O:52])[NH:49][C:48]3=[O:53])=[CH:44][CH:43]=2)[CH2:38][CH2:37]1.C(=O)(O)[O-].[Na+].